The task is: Predict which catalyst facilitates the given reaction.. This data is from Catalyst prediction with 721,799 reactions and 888 catalyst types from USPTO. (1) Reactant: [CH3:1][O:2][CH2:3][O:4][C:5]1[CH:6]=[C:7]([CH:11]=[CH:12][C:13]=1[CH3:14])[C:8]([OH:10])=O.CN(C)CCCN=C=NCC.O.ON1C2C=CC=CC=2N=N1.[C:37](=[N:40]O)([NH2:39])[CH3:38]. Product: [CH3:1][O:2][CH2:3][O:4][C:5]1[CH:6]=[C:7]([C:8]2[O:10][N:40]=[C:37]([CH3:38])[N:39]=2)[CH:11]=[CH:12][C:13]=1[CH3:14]. The catalyst class is: 9. (2) Reactant: C([N:8]1[CH2:13][CH2:12][N:11]([C:14]([C:16]2[CH:20]=[C:19]([CH3:21])[N:18]([C:22]3[CH:27]=[CH:26][CH:25]=[CH:24][CH:23]=3)[C:17]=2[C:28]2[CH:33]=[CH:32][CH:31]=[CH:30][CH:29]=2)=[O:15])[C@H:10]([CH2:34][C:35]2[CH:47]=[CH:46][C:38]([O:39][CH2:40][C:41]([O:43][CH2:44][CH3:45])=[O:42])=[CH:37][CH:36]=2)[CH2:9]1)C1C=CC=CC=1. Product: [CH3:21][C:19]1[N:18]([C:22]2[CH:27]=[CH:26][CH:25]=[CH:24][CH:23]=2)[C:17]([C:28]2[CH:29]=[CH:30][CH:31]=[CH:32][CH:33]=2)=[C:16]([C:14]([N:11]2[CH2:12][CH2:13][NH:8][CH2:9][C@H:10]2[CH2:34][C:35]2[CH:47]=[CH:46][C:38]([O:39][CH2:40][C:41]([O:43][CH2:44][CH3:45])=[O:42])=[CH:37][CH:36]=2)=[O:15])[CH:20]=1. The catalyst class is: 105. (3) Reactant: CS(Cl)(=O)=O.[Cl:6][C:7]1[CH:8]=[C:9]([CH:27]=[CH:28][C:29]=1[O:30][CH2:31][C:32]1[CH:37]=[CH:36][CH:35]=[C:34]([F:38])[CH:33]=1)[NH:10][C:11]1[C:16]([C:17]#[C:18][C:19]2[N:24]=[C:23]([CH2:25]O)[CH:22]=[CH:21][CH:20]=2)=[CH:15][N:14]=[CH:13][N:12]=1.[CH3:39][N:40]1[CH2:45][CH2:44][NH:43][CH2:42][CH2:41]1.O. Product: [Cl:6][C:7]1[CH:8]=[C:9]([NH:10][C:11]2[C:16]([C:17]#[C:18][C:19]3[CH:20]=[CH:21][CH:22]=[C:23]([CH2:25][N:43]4[CH2:44][CH2:45][N:40]([CH3:39])[CH2:41][CH2:42]4)[N:24]=3)=[CH:15][N:14]=[CH:13][N:12]=2)[CH:27]=[CH:28][C:29]=1[O:30][CH2:31][C:32]1[CH:37]=[CH:36][CH:35]=[C:34]([F:38])[CH:33]=1. The catalyst class is: 2. (4) Product: [C:4]([O:3][C:1](=[O:2])[NH:8][C:9]1([C:12]2[O:14][N:31]=[C:29]([CH3:30])[N:28]=2)[CH2:10][CH2:11]1)([CH3:5])([CH3:6])[CH3:7]. Reactant: [C:1]([NH:8][C:9]1([C:12]([OH:14])=O)[CH2:11][CH2:10]1)([O:3][C:4]([CH3:7])([CH3:6])[CH3:5])=[O:2].C(N1C=CN=C1)(N1C=CN=C1)=O.O[NH:28][C:29](=[NH:31])[CH3:30]. The catalyst class is: 18. (5) Reactant: [N+](C1C=CC(C([O:10][C@@H:11]([C:16]([O:18][CH3:19])=[O:17])[CH2:12][CH:13]([CH3:15])[CH3:14])=O)=CC=1)([O-])=O.C[O-].[Na+].C([O-])(=O)C.[NH4+]. Product: [OH:10][C@H:11]([CH2:12][CH:13]([CH3:15])[CH3:14])[C:16]([O:18][CH3:19])=[O:17]. The catalyst class is: 5. (6) Reactant: [F:1][C:2]1[CH:28]=[C:27]([F:29])[CH:26]=[CH:25][C:3]=1[O:4][C:5]1[CH:10]=[CH:9][C:8]([CH2:11][NH2:12])=[CH:7][C:6]=1[C:13]1[C:21]2[C:16](=[C:17]([O:22][CH3:23])[N:18]=[CH:19][CH:20]=2)[N:15]([CH3:24])[CH:14]=1.[CH3:30][O:31][C:32]1[CH:37]=[CH:36][CH:35]=[CH:34][C:33]=1[S:38](Cl)(=[O:40])=[O:39].C(N(CC)CC)C. Product: [F:1][C:2]1[CH:28]=[C:27]([F:29])[CH:26]=[CH:25][C:3]=1[O:4][C:5]1[CH:10]=[CH:9][C:8]([CH2:11][NH:12][S:38]([C:33]2[CH:34]=[CH:35][CH:36]=[CH:37][C:32]=2[O:31][CH3:30])(=[O:40])=[O:39])=[CH:7][C:6]=1[C:13]1[C:21]2[C:16](=[C:17]([O:22][CH3:23])[N:18]=[CH:19][CH:20]=2)[N:15]([CH3:24])[CH:14]=1. The catalyst class is: 4.